This data is from NCI-60 drug combinations with 297,098 pairs across 59 cell lines. The task is: Regression. Given two drug SMILES strings and cell line genomic features, predict the synergy score measuring deviation from expected non-interaction effect. (1) Drug 1: CC(C1=C(C=CC(=C1Cl)F)Cl)OC2=C(N=CC(=C2)C3=CN(N=C3)C4CCNCC4)N. Drug 2: C1=CC=C(C=C1)NC(=O)CCCCCCC(=O)NO. Cell line: TK-10. Synergy scores: CSS=16.4, Synergy_ZIP=-2.70, Synergy_Bliss=1.23, Synergy_Loewe=-4.67, Synergy_HSA=1.23. (2) Drug 1: CC(C)(C#N)C1=CC(=CC(=C1)CN2C=NC=N2)C(C)(C)C#N. Drug 2: CN(CC1=CN=C2C(=N1)C(=NC(=N2)N)N)C3=CC=C(C=C3)C(=O)NC(CCC(=O)O)C(=O)O. Cell line: PC-3. Synergy scores: CSS=41.4, Synergy_ZIP=3.86, Synergy_Bliss=-0.400, Synergy_Loewe=-9.02, Synergy_HSA=-0.275. (3) Drug 1: CC12CCC3C(C1CCC2=O)CC(=C)C4=CC(=O)C=CC34C. Drug 2: CN(CC1=CN=C2C(=N1)C(=NC(=N2)N)N)C3=CC=C(C=C3)C(=O)NC(CCC(=O)O)C(=O)O. Cell line: NCI-H522. Synergy scores: CSS=31.5, Synergy_ZIP=-1.24, Synergy_Bliss=-0.844, Synergy_Loewe=-17.8, Synergy_HSA=-0.183. (4) Drug 1: CC12CCC3C(C1CCC2OP(=O)(O)O)CCC4=C3C=CC(=C4)OC(=O)N(CCCl)CCCl.[Na+]. Drug 2: COCCOC1=C(C=C2C(=C1)C(=NC=N2)NC3=CC=CC(=C3)C#C)OCCOC.Cl. Cell line: DU-145. Synergy scores: CSS=2.67, Synergy_ZIP=8.15, Synergy_Bliss=19.7, Synergy_Loewe=-23.6, Synergy_HSA=-0.280. (5) Drug 1: C1CN(CCN1C(=O)CCBr)C(=O)CCBr. Drug 2: B(C(CC(C)C)NC(=O)C(CC1=CC=CC=C1)NC(=O)C2=NC=CN=C2)(O)O. Cell line: HCT116. Synergy scores: CSS=58.7, Synergy_ZIP=1.54, Synergy_Bliss=3.35, Synergy_Loewe=-8.66, Synergy_HSA=3.64. (6) Drug 1: C1CN1P(=S)(N2CC2)N3CC3. Drug 2: C1=CN(C=N1)CC(O)(P(=O)(O)O)P(=O)(O)O. Cell line: UO-31. Synergy scores: CSS=5.64, Synergy_ZIP=-4.23, Synergy_Bliss=-1.68, Synergy_Loewe=-3.33, Synergy_HSA=-1.68. (7) Drug 1: CC12CCC(CC1=CCC3C2CCC4(C3CC=C4C5=CN=CC=C5)C)O. Drug 2: N.N.Cl[Pt+2]Cl. Cell line: SK-OV-3. Synergy scores: CSS=-2.31, Synergy_ZIP=-0.515, Synergy_Bliss=-4.05, Synergy_Loewe=-4.65, Synergy_HSA=-4.43. (8) Drug 1: CCCS(=O)(=O)NC1=C(C(=C(C=C1)F)C(=O)C2=CNC3=C2C=C(C=N3)C4=CC=C(C=C4)Cl)F. Drug 2: CN(C)C1=NC(=NC(=N1)N(C)C)N(C)C. Cell line: M14. Synergy scores: CSS=37.2, Synergy_ZIP=3.03, Synergy_Bliss=-0.152, Synergy_Loewe=-37.5, Synergy_HSA=-2.30. (9) Drug 1: CCC1(CC2CC(C3=C(CCN(C2)C1)C4=CC=CC=C4N3)(C5=C(C=C6C(=C5)C78CCN9C7C(C=CC9)(C(C(C8N6C)(C(=O)OC)O)OC(=O)C)CC)OC)C(=O)OC)O.OS(=O)(=O)O. Drug 2: CN1C2=C(C=C(C=C2)N(CCCl)CCCl)N=C1CCCC(=O)O.Cl. Cell line: 786-0. Synergy scores: CSS=-1.71, Synergy_ZIP=-0.417, Synergy_Bliss=-2.48, Synergy_Loewe=-3.41, Synergy_HSA=-3.42.